Dataset: Catalyst prediction with 721,799 reactions and 888 catalyst types from USPTO. Task: Predict which catalyst facilitates the given reaction. Reactant: COC1C=CC(C[NH:8][C:9]2[S:10][CH:11]=[CH:12][N:13]=2)=CC=1.C[Si]([N-][Si](C)(C)C)(C)C.[Li+].[C:26]([C:28]1[CH:33]=[CH:32][C:31]([N:34]2[CH2:39][CH2:38][O:37][C:36]3[CH:40]=[C:41]([S:45](Cl)(=[O:47])=[O:46])[C:42]([F:44])=[CH:43][C:35]2=3)=[C:30]([O:49][CH3:50])[CH:29]=1)#[N:27]. Product: [C:26]([C:28]1[CH:33]=[CH:32][C:31]([N:34]2[CH2:39][CH2:38][O:37][C:36]3[CH:40]=[C:41]([S:45]([NH:8][C:9]4[S:10][CH:11]=[CH:12][N:13]=4)(=[O:47])=[O:46])[C:42]([F:44])=[CH:43][C:35]2=3)=[C:30]([O:49][CH3:50])[CH:29]=1)#[N:27]. The catalyst class is: 1.